This data is from Forward reaction prediction with 1.9M reactions from USPTO patents (1976-2016). The task is: Predict the product of the given reaction. (1) Given the reactants [CH:1]1([C:6]([C:18]2[CH:23]=[CH:22][C:21]([OH:24])=[CH:20][CH:19]=2)([CH3:17])[C:7]([O:9][CH:10]2[CH2:15][CH2:14][N:13]([CH3:16])[CH2:12][CH2:11]2)=[O:8])[CH2:5][CH2:4][CH2:3][CH2:2]1.[I:25][CH3:26], predict the reaction product. The product is: [I-:25].[CH:1]1([C:6]([C:18]2[CH:19]=[CH:20][C:21]([OH:24])=[CH:22][CH:23]=2)([CH3:17])[C:7]([O:9][CH:10]2[CH2:15][CH2:14][N+:13]([CH3:26])([CH3:16])[CH2:12][CH2:11]2)=[O:8])[CH2:5][CH2:4][CH2:3][CH2:2]1. (2) Given the reactants C[O:2][C:3]([C:5]1[CH:6]=[C:7]2[C:13]([CH2:14][C:15]3[C:16]([F:32])=[N:17][C:18]([NH:21][CH2:22][C:23]4[C:24]([O:30][CH3:31])=[N:25][CH:26]=[C:27]([F:29])[CH:28]=4)=[CH:19][CH:20]=3)=[CH:12][NH:11][C:8]2=[N:9][CH:10]=1)=O.[CH3:33][NH2:34], predict the reaction product. The product is: [CH3:33][NH:34][C:3]([C:5]1[CH:6]=[C:7]2[C:13]([CH2:14][C:15]3[C:16]([F:32])=[N:17][C:18]([NH:21][CH2:22][C:23]4[C:24]([O:30][CH3:31])=[N:25][CH:26]=[C:27]([F:29])[CH:28]=4)=[CH:19][CH:20]=3)=[CH:12][NH:11][C:8]2=[N:9][CH:10]=1)=[O:2].